Dataset: Catalyst prediction with 721,799 reactions and 888 catalyst types from USPTO. Task: Predict which catalyst facilitates the given reaction. (1) Product: [Br:1][C:2]1[CH:8]=[CH:7][C:5]([NH:6][C:20]([NH:19][C:13]2[CH:14]=[C:15]([CH3:18])[CH:16]=[CH:17][C:12]=2[F:11])=[O:21])=[C:4]([CH2:9][CH3:10])[CH:3]=1. Reactant: [Br:1][C:2]1[CH:8]=[CH:7][C:5]([NH2:6])=[C:4]([CH2:9][CH3:10])[CH:3]=1.[F:11][C:12]1[CH:17]=[CH:16][C:15]([CH3:18])=[CH:14][C:13]=1[N:19]=[C:20]=[O:21]. The catalyst class is: 4. (2) Reactant: [H-].[Na+].O1CCCC1.[CH3:8][C:9]1[CH:13]=[C:12]([CH3:14])[NH:11][N:10]=1.[Cl:15][C:16]1[CH:21]=[CH:20][C:19]([C:22]2[C:23](Cl)=[C:24]([Cl:29])[N:25]=[N:26][C:27]=2[CH3:28])=[CH:18][CH:17]=1. Product: [Cl:29][C:24]1[N:25]=[N:26][C:27]([CH3:28])=[C:22]([C:19]2[CH:18]=[CH:17][C:16]([Cl:15])=[CH:21][CH:20]=2)[C:23]=1[N:10]1[C:9]([CH3:8])=[CH:13][C:12]([CH3:14])=[N:11]1. The catalyst class is: 13.